Predict the product of the given reaction. From a dataset of Forward reaction prediction with 1.9M reactions from USPTO patents (1976-2016). (1) Given the reactants [CH:1]1([C:7]([CH2:9][N:10]2[C:16]3[C:17]([CH3:21])=[CH:18][CH:19]=[CH:20][C:15]=3[C:14]([CH2:22][CH3:23])=[N:13][C@@:12]([NH2:35])(C(=O)[C@H](CC3C=CC=CC=3)N)[C:11]2=[O:36])=[O:8])[CH2:6][CH2:5][CH2:4][CH2:3][CH2:2]1.C1(N=C=S)C=CC=CC=1.FC(F)(F)C(O)=O, predict the reaction product. The product is: [NH2:35][C@H:12]1[N:13]=[C:14]([CH2:22][CH3:23])[C:15]2[CH:20]=[CH:19][CH:18]=[C:17]([CH3:21])[C:16]=2[N:10]([CH2:9][C:7]([CH:1]2[CH2:6][CH2:5][CH2:4][CH2:3][CH2:2]2)=[O:8])[C:11]1=[O:36]. (2) Given the reactants [C:1]1(=O)[CH2:5][CH2:4][CH2:3][CH2:2]1.[CH2:7]([O:9][C:10]([C@H:12]1[C@@H:17]([NH2:18])[C@H:16]2[CH2:19][C@@H:13]1[CH2:14][CH2:15]2)=[O:11])[CH3:8].C([BH3-])#N.[Na+].C(=O)(O)[O-].[Na+], predict the reaction product. The product is: [CH2:7]([O:9][C:10]([C@H:12]1[C@@H:17]([NH:18][CH:1]2[CH2:5][CH2:4][CH2:3][CH2:2]2)[C@H:16]2[CH2:19][C@@H:13]1[CH2:14][CH2:15]2)=[O:11])[CH3:8]. (3) Given the reactants C(N(CC)[CH:5]([CH3:7])[CH3:6])(C)C.COC([N:14]1[C:22]2[C:17](=[C:18]([NH:23][C:24]([O:26]N3C(=O)CCC3=O)=O)[CH:19]=[CH:20][CH:21]=2)[CH:16]=[N:15]1)=O.[OH2:34].C[N:36]([CH3:39])C=O, predict the reaction product. The product is: [NH:14]1[C:22]2[C:17](=[C:18]([NH:23][C:24]([NH:36][CH2:39][CH:22]3[CH2:21][CH2:20][C:19]4[C:18](=[CH:17][CH:16]=[C:5]([CH3:6])[CH:7]=4)[O:34]3)=[O:26])[CH:19]=[CH:20][CH:21]=2)[CH:16]=[N:15]1. (4) Given the reactants [NH2:1][C@H:2]([CH3:28])[CH2:3][N:4]1[C:8]2=[N:9][CH:10]=[N:11][C:12]([NH2:13])=[C:7]2[C:6]([C:14]2[CH:19]=[CH:18][C:17]([O:20][C:21]3[CH:26]=[CH:25][CH:24]=[CH:23][CH:22]=3)=[CH:16][C:15]=2[F:27])=[N:5]1.[C:29]([CH2:31][C:32](O)=[O:33])#[N:30], predict the reaction product. The product is: [NH2:13][C:12]1[N:11]=[CH:10][N:9]=[C:8]2[N:4]([CH2:3][C@H:2]([NH:1][C:32](=[O:33])[CH2:31][C:29]#[N:30])[CH3:28])[N:5]=[C:6]([C:14]3[CH:19]=[CH:18][C:17]([O:20][C:21]4[CH:22]=[CH:23][CH:24]=[CH:25][CH:26]=4)=[CH:16][C:15]=3[F:27])[C:7]=12. (5) Given the reactants C([Li])CCC.[CH2:6]([C:9]1[CH:14]=[CH:13][CH:12]=[CH:11][C:10]=1Br)[CH2:7][CH3:8].[B:16](OC)([O:19]C)[O:17]C.C(=O)=O.CC(C)=O.Cl, predict the reaction product. The product is: [CH2:6]([C:9]1[CH:14]=[CH:13][CH:12]=[CH:11][C:10]=1[B:16]([OH:19])[OH:17])[CH2:7][CH3:8]. (6) Given the reactants [OH:1][C:2]1[CH:7]=[CH:6][C:5]([CH:8]2[CH2:13][CH2:12][CH2:11][CH:10]([CH2:14][C:15]([O:17][CH2:18][CH3:19])=[O:16])[CH2:9]2)=[CH:4][CH:3]=1.[F:20][C:21]([F:34])([F:33])[S:22](O[S:22]([C:21]([F:34])([F:33])[F:20])(=[O:24])=[O:23])(=[O:24])=[O:23].C(N(CC)CC)C.C(=O)([O-])O.[Na+], predict the reaction product. The product is: [F:20][C:21]([F:34])([F:33])[S:22]([O:1][C:2]1[CH:3]=[CH:4][C:5]([CH:8]2[CH2:13][CH2:12][CH2:11][CH:10]([CH2:14][C:15]([O:17][CH2:18][CH3:19])=[O:16])[CH2:9]2)=[CH:6][CH:7]=1)(=[O:24])=[O:23]. (7) Given the reactants [Cl:1][C:2]1[CH:7]=[CH:6][C:5]([S:8][C:9]2[C:10]([C:14]([OH:16])=[O:15])=[CH:11][S:12][CH:13]=2)=[CH:4][CH:3]=1.[C:17](=O)([O-])O.[Na+].IC.CN(C)C=O, predict the reaction product. The product is: [CH3:17][O:15][C:14]([C:10]1[C:9]([S:8][C:5]2[CH:4]=[CH:3][C:2]([Cl:1])=[CH:7][CH:6]=2)=[CH:13][S:12][CH:11]=1)=[O:16]. (8) Given the reactants Br[CH2:2][CH2:3][N:4]1[C:28](=[O:29])[N:7]2[CH:8]([C:21]3[CH:26]=[CH:25][CH:24]=[C:23]([OH:27])[CH:22]=3)[C:9]3[NH:10][C:11]4[C:16]([C:17]=3[CH2:18][C:6]2([CH3:30])[C:5]1=[O:31])=[CH:15][C:14]([O:19][CH3:20])=[CH:13][CH:12]=4.[CH:32]1([NH2:36])[CH2:35][CH2:34][CH2:33]1, predict the reaction product. The product is: [CH:32]1([NH:36][CH2:2][CH2:3][N:4]2[C:28](=[O:29])[N:7]3[CH:8]([C:21]4[CH:26]=[CH:25][CH:24]=[C:23]([OH:27])[CH:22]=4)[C:9]4[NH:10][C:11]5[C:16]([C:17]=4[CH2:18][C:6]3([CH3:30])[C:5]2=[O:31])=[CH:15][C:14]([O:19][CH3:20])=[CH:13][CH:12]=5)[CH2:35][CH2:34][CH2:33]1. (9) Given the reactants Br[C:2]1[CH:27]=[CH:26][C:5]([O:6][CH2:7][CH2:8][CH2:9][O:10][C:11]2[CH:12]=[C:13]3[C:17](=[CH:18][CH:19]=2)[C@H:16]([CH2:20][C:21]([O:23][CH2:24][CH3:25])=[O:22])[CH2:15][CH2:14]3)=[C:4]([O:28][CH3:29])[CH:3]=1.[S:30]1[CH:34]=[CH:33][C:32](B(O)O)=[CH:31]1.C(Cl)Cl.C([O-])(O)=O.[Na+], predict the reaction product. The product is: [CH3:29][O:28][C:4]1[CH:3]=[C:2]([C:32]2[CH:33]=[CH:34][S:30][CH:31]=2)[CH:27]=[CH:26][C:5]=1[O:6][CH2:7][CH2:8][CH2:9][O:10][C:11]1[CH:12]=[C:13]2[C:17](=[CH:18][CH:19]=1)[C@H:16]([CH2:20][C:21]([O:23][CH2:24][CH3:25])=[O:22])[CH2:15][CH2:14]2.